From a dataset of Forward reaction prediction with 1.9M reactions from USPTO patents (1976-2016). Predict the product of the given reaction. (1) Given the reactants [Br:1][C:2]1[CH:3]=[C:4]2[C:8](=[CH:9][CH:10]=1)[N:7]([CH3:11])[C:6]([C:12](Cl)=[O:13])=[CH:5]2.[Cl-].[F:16][C:17]1[CH:22]=[CH:21][C:20]([Zn+])=[CH:19][CH:18]=1.FC1C=CC([Mg]Br)=CC=1.Cl, predict the reaction product. The product is: [Br:1][C:2]1[CH:3]=[C:4]2[C:8](=[CH:9][CH:10]=1)[N:7]([CH3:11])[C:6]([C:12]([C:20]1[CH:21]=[CH:22][C:17]([F:16])=[CH:18][CH:19]=1)=[O:13])=[CH:5]2. (2) The product is: [O:1]1[CH2:2][CH:3]([N:5]2[CH:9]=[C:8]([C:10]3[NH:33][C:13]4=[N:14][CH:15]=[CH:16][C:17]([C:18]5[CH:19]=[CH:20][C:21]([O:26][CH:27]6[CH2:32][CH2:31][O:30][CH2:29][CH2:28]6)=[C:22]([CH:25]=5)[C:23]#[N:24])=[C:12]4[CH:11]=3)[CH:7]=[N:6]2)[CH2:4]1. Given the reactants [O:1]1[CH2:4][CH:3]([N:5]2[CH:9]=[C:8]([C:10]3[N:33](S(C4C=CC=CC=4)(=O)=O)[C:13]4=[N:14][CH:15]=[CH:16][C:17]([C:18]5[CH:19]=[CH:20][C:21]([O:26][CH:27]6[CH2:32][CH2:31][O:30][CH2:29][CH2:28]6)=[C:22]([CH:25]=5)[C:23]#[N:24])=[C:12]4[CH:11]=3)[CH:7]=[N:6]2)[CH2:2]1.C(=O)([O-])[O-].[Cs+].[Cs+].FC(F)(F)CO, predict the reaction product. (3) Given the reactants [Cl:1][C:2]1[CH:14]=[C:13]([Cl:15])[CH:12]=[CH:11][C:3]=1[CH2:4][NH:5][NH:6][C:7]([O:9]C)=O.[C:16](C(OC)=O)#[C:17][C:18]([O:20][CH3:21])=[O:19].CO.C[O-].[Na+].Cl, predict the reaction product. The product is: [Cl:1][C:2]1[CH:14]=[C:13]([Cl:15])[CH:12]=[CH:11][C:3]=1[CH2:4][N:5]1[C:17]([C:18]([O:20][CH3:21])=[O:19])=[CH:16][C:7]([OH:9])=[N:6]1. (4) Given the reactants [CH2:1]([O:3][C:4](=[O:15])[CH2:5][CH2:6][NH:7][CH2:8][C:9]1[CH:14]=[CH:13][CH:12]=[CH:11][CH:10]=1)[CH3:2].[CH2:16]=O.[NH:18]1[C:22]2[CH:23]=[CH:24][CH:25]=[CH:26][C:21]=2[N:20]=[N:19]1, predict the reaction product. The product is: [CH2:1]([O:3][C:4](=[O:15])[CH2:5][CH2:6][N:7]([CH2:16][N:18]1[C:22]2[CH:23]=[CH:24][CH:25]=[CH:26][C:21]=2[N:20]=[N:19]1)[CH2:8][C:9]1[CH:14]=[CH:13][CH:12]=[CH:11][CH:10]=1)[CH3:2]. (5) The product is: [Cl:45][C:31]1([C:29]2[S:30][C:26]([C:21]3[CH:22]=[C:23]([CH3:25])[CH:24]=[C:19]([NH:18][C:14]4[N:13]=[C:12]([O:11][CH3:10])[CH:17]=[CH:16][N:15]=4)[CH:20]=3)=[CH:27][N:28]=2)[CH2:36][CH2:35][N:34]([S:2]([NH2:5])(=[O:4])=[O:3])[CH2:33][CH2:32]1. Given the reactants Cl[S:2]([N:5]=C=O)(=[O:4])=[O:3].CO.[CH3:10][O:11][C:12]1[CH:17]=[CH:16][N:15]=[C:14]([NH:18][C:19]2[CH:20]=[C:21]([C:26]3[S:30][C:29]([C:31]4(O)[CH2:36][CH2:35][NH:34][CH2:33][CH2:32]4)=[N:28][CH:27]=3)[CH:22]=[C:23]([CH3:25])[CH:24]=2)[N:13]=1.C(N(CC)CC)C.[Cl:45]CCl, predict the reaction product.